Dataset: Reaction yield outcomes from USPTO patents with 853,638 reactions. Task: Predict the reaction yield, written as a fraction of the theoretical maximum amount of product (1.0 means a 100% yield; for example, 0.34 means a 34% yield). (1) The reactants are [N:1]([C@:4]1([CH2:19][OH:20])[O:8][C@@H:7]([N:9]2[CH:14]=[CH:13][C:12](=[O:15])[NH:11][C:10]2=[O:16])[C@H:6]([OH:17])[C@@H:5]1[F:18])=[N+:2]=[N-:3].C([Mg]Cl)(C)(C)C.Cl[C:28]1[CH:44]=[CH:43][CH:42]=[CH:41][C:29]=1[O:30][P:31](=[N:33][C@@H:34]([CH3:40])[C:35]([O:37][CH2:38][CH3:39])=[O:36])=[O:32].CO. The catalyst is C1COCC1. The product is [CH2:38]([O:37][C:35](=[O:36])[C@@H:34]([N:33]=[P:31]([O:30][C:29]1[CH:41]=[CH:42][CH:43]=[CH:44][C:28]=1[O:20][CH2:19][C@:4]1([N:1]=[N+:2]=[N-:3])[C@@H:5]([F:18])[C@@H:6]([OH:17])[C@H:7]([N:9]2[CH:14]=[CH:13][C:12](=[O:15])[NH:11][C:10]2=[O:16])[O:8]1)=[O:32])[CH3:40])[CH3:39]. The yield is 0.0740. (2) The reactants are Cl[C:2]1[N:7]=[C:6]([CH3:8])[C:5]([C:9]([O:11][CH2:12][CH3:13])=[O:10])=[CH:4][N:3]=1.[CH3:14][N:15]1[CH:19]=[C:18](B2OC(C)(C)C(C)(C)O2)[CH:17]=[N:16]1.[O-]P([O-])([O-])=O.[K+].[K+].[K+].CC(=O)OCC. The catalyst is O1CCOCC1.O.C1C=CC(P(C2C=CC=CC=2)[C-]2C=CC=C2)=CC=1.C1C=CC(P(C2C=CC=CC=2)[C-]2C=CC=C2)=CC=1.Cl[Pd]Cl.[Fe+2]. The product is [CH3:8][C:6]1[C:5]([C:9]([O:11][CH2:12][CH3:13])=[O:10])=[CH:4][N:3]=[C:2]([C:18]2[CH:17]=[N:16][N:15]([CH3:14])[CH:19]=2)[N:7]=1. The yield is 0.320. (3) The reactants are [C:1]1([C@@H:7]([NH2:9])[CH3:8])[CH:6]=[CH:5][CH:4]=[CH:3][CH:2]=1.[CH2:10]([N:17]1[CH2:22][CH2:21][C:20](=O)[CH2:19][CH2:18]1)[C:11]1[CH:16]=[CH:15][CH:14]=[CH:13][CH:12]=1. The catalyst is C1C=CC=CC=1.O. The product is [CH2:10]([N:17]1[CH2:22][CH2:21][C:20](=[N:9][C@H:7]([C:1]2[CH:6]=[CH:5][CH:4]=[CH:3][CH:2]=2)[CH3:8])[CH2:19][CH2:18]1)[C:11]1[CH:16]=[CH:15][CH:14]=[CH:13][CH:12]=1. The yield is 0.840. (4) The reactants are FC1C=CC=CC=1NC(=S)NC1C=CC(C2C=C3C(CN([C@@H](C(C)C)C(O)=O)C3=O)=CC=2)=CC=1.[CH3:35][O:36][C:37]1[CH:42]=[CH:41][C:40]([NH:43][C:44](=[S:70])[NH:45][C:46]2[CH:51]=[CH:50][C:49]([C:52]3[CH:60]=[C:59]4[C:55]([CH2:56][N:57]([C@@H:62]([CH:67]([CH3:69])[CH3:68])[C:63]([O:65]C)=[O:64])[C:58]4=[O:61])=[CH:54][CH:53]=3)=[CH:48][CH:47]=2)=[CH:39][CH:38]=1. No catalyst specified. The product is [CH3:35][O:36][C:37]1[CH:42]=[CH:41][C:40]([NH:43][C:44](=[S:70])[NH:45][C:46]2[CH:47]=[CH:48][C:49]([C:52]3[CH:60]=[C:59]4[C:55]([CH2:56][N:57]([C@@H:62]([CH:67]([CH3:68])[CH3:69])[C:63]([OH:65])=[O:64])[C:58]4=[O:61])=[CH:54][CH:53]=3)=[CH:50][CH:51]=2)=[CH:39][CH:38]=1. The yield is 0.850. (5) The reactants are [SH-:1].[C+4:2].[SH-:3].[SH-].[SH-].[CH3:6][C:7]1[CH:8]=[CH:9][C:10]([N+:17]([O-:19])=[O:18])=[C:11]([CH:16]=1)[C:12]([NH:14][NH2:15])=O.[OH-].[K+]. The catalyst is CO. The product is [CH3:6][C:7]1[CH:8]=[CH:9][C:10]([N+:17]([O-:19])=[O:18])=[C:11]([C:12]2[S:1][C:2]([SH:3])=[N:15][N:14]=2)[CH:16]=1. The yield is 0.510.